Dataset: Full USPTO retrosynthesis dataset with 1.9M reactions from patents (1976-2016). Task: Predict the reactants needed to synthesize the given product. Given the product [NH2:44][C:41]1[CH:40]=[CH:39][C:38]([C:35]2[S:34][C:33]([CH2:32][NH:31][S:28]([C:27]([F:26])([F:47])[F:48])(=[O:30])=[O:29])=[N:37][CH:36]=2)=[CH:43][CH:42]=1, predict the reactants needed to synthesize it. The reactants are: CC1OC(CC2CCC(C3SC(C4C=CC(N)=CC=4)=CN=3)CC2)=NN=1.[F:26][C:27]([F:48])([F:47])[S:28]([NH:31][CH2:32][C:33]1[S:34][C:35]([C:38]2[CH:43]=[CH:42][C:41]([N+:44]([O-])=O)=[CH:40][CH:39]=2)=[CH:36][N:37]=1)(=[O:30])=[O:29].